Dataset: NCI-60 drug combinations with 297,098 pairs across 59 cell lines. Task: Regression. Given two drug SMILES strings and cell line genomic features, predict the synergy score measuring deviation from expected non-interaction effect. (1) Drug 1: C(=O)(N)NO. Drug 2: CC(C)NC(=O)C1=CC=C(C=C1)CNNC.Cl. Cell line: SF-539. Synergy scores: CSS=0.556, Synergy_ZIP=1.00, Synergy_Bliss=0.404, Synergy_Loewe=-3.54, Synergy_HSA=-2.30. (2) Drug 1: CN(C)N=NC1=C(NC=N1)C(=O)N. Drug 2: CC(C)(C#N)C1=CC(=CC(=C1)CN2C=NC=N2)C(C)(C)C#N. Cell line: HOP-92. Synergy scores: CSS=2.55, Synergy_ZIP=-1.24, Synergy_Bliss=-4.03, Synergy_Loewe=-2.94, Synergy_HSA=-3.56.